This data is from Reaction yield outcomes from USPTO patents with 853,638 reactions. The task is: Predict the reaction yield, written as a fraction of the theoretical maximum amount of product (1.0 means a 100% yield; for example, 0.34 means a 34% yield). (1) The reactants are [F:1][C:2]1[CH:25]=[C:24]([N+:26]([O-:28])=[O:27])[CH:23]=[CH:22][C:3]=1[O:4][C:5]1[CH:10]=[CH:9][N:8]=[C:7]2[CH:11]=[C:12]([C:14]3[CH:15]=[C:16]([CH2:20]O)[CH:17]=[CH:18][CH:19]=3)[S:13][C:6]=12.S(Cl)([Cl:31])=O. No catalyst specified. The product is [Cl:31][CH2:20][C:16]1[CH:15]=[C:14]([C:12]2[S:13][C:6]3[C:7](=[N:8][CH:9]=[CH:10][C:5]=3[O:4][C:3]3[CH:22]=[CH:23][C:24]([N+:26]([O-:28])=[O:27])=[CH:25][C:2]=3[F:1])[CH:11]=2)[CH:19]=[CH:18][CH:17]=1. The yield is 0.930. (2) The reactants are [NH2:1][C:2]1[CH:7]=[CH:6][CH:5]=[C:4]([NH2:8])[N:3]=1.[Cl:9][C:10]1[CH:15]=[C:14](Cl)[N:13]=[CH:12][N:11]=1. The catalyst is C(O)CCC. The product is [Cl:9][C:10]1[N:11]=[CH:12][N:13]=[C:14]([NH:1][C:2]2[CH:7]=[CH:6][CH:5]=[C:4]([NH2:8])[N:3]=2)[CH:15]=1. The yield is 0.360. (3) The reactants are [C:1]([NH:9][CH2:10][CH2:11][CH2:12]/[CH:13]=[CH:14]/[C:15]([NH:17][C:18]1[CH:23]=[CH:22][CH:21]=[CH:20][C:19]=1[NH:24]C(=O)OC(C)(C)C)=[O:16])(=[O:8])[C:2]1[CH:7]=[CH:6][CH:5]=[CH:4][CH:3]=1.Cl.C([O-])([O-])=O.[K+].[K+]. The catalyst is CC(O)C. The product is [NH2:24][C:19]1[CH:20]=[CH:21][CH:22]=[CH:23][C:18]=1[NH:17][C:15](=[O:16])/[CH:14]=[CH:13]/[CH2:12][CH2:11][CH2:10][NH:9][C:1](=[O:8])[C:2]1[CH:3]=[CH:4][CH:5]=[CH:6][CH:7]=1. The yield is 0.620. (4) The reactants are [C:1]([C:5]1[C:6]([OH:13])=[C:7]([CH:10]=[CH:11][CH:12]=1)[CH:8]=[O:9])([CH3:4])([CH3:3])[CH3:2].[CH3:14][O:15][C:16]1[CH:23]=[CH:22][C:19]([CH2:20]Cl)=[CH:18][CH:17]=1.C([O-])([O-])=O.[K+].[K+].CC#N. The catalyst is CCOC(C)=O. The product is [C:1]([C:5]1[C:6]([O:13][CH2:20][C:19]2[CH:22]=[CH:23][C:16]([O:15][CH3:14])=[CH:17][CH:18]=2)=[C:7]([CH:10]=[CH:11][CH:12]=1)[CH:8]=[O:9])([CH3:4])([CH3:2])[CH3:3]. The yield is 0.890. (5) The reactants are C[O:2][C:3](=[O:38])[C@@H:4]([NH:15][C:16](=[O:37])[C:17]1[CH:22]=[CH:21][C:20]([I:23])=[CH:19][C:18]=1[NH:24][S:25]([C:28]1[C:33]2=[N:34][S:35][N:36]=[C:32]2[CH:31]=[CH:30][CH:29]=1)(=[O:27])=[O:26])[C:5]([C:8]1[CH:13]=[CH:12][C:11]([Cl:14])=[CH:10][CH:9]=1)([CH3:7])[CH3:6].N1SN=C2C(S(NC3C=C(I)C=CC=3C(O)=O)(=O)=O)=CC=CC=12.COC(=O)[C@@H](N)C(C1C=CC(Cl)=CC=1)(C)C. No catalyst specified. The product is [N:36]1[S:35][N:34]=[C:33]2[C:28]([S:25]([NH:24][C:18]3[CH:19]=[C:20]([I:23])[CH:21]=[CH:22][C:17]=3[C:16]([NH:15][C@@H:4]([C:5]([C:8]3[CH:9]=[CH:10][C:11]([Cl:14])=[CH:12][CH:13]=3)([CH3:7])[CH3:6])[C:3]([OH:38])=[O:2])=[O:37])(=[O:27])=[O:26])=[CH:29][CH:30]=[CH:31][C:32]=12. The yield is 0.900. (6) The reactants are [CH3:1][C@@H:2]1[O:7][C@@H:6]([O:8][C@@H:9]2[C:14]3=[C:15]([OH:32])[C:16]4[C:28](=[O:29])[C:27]5[C:22](=[CH:23][CH:24]=[CH:25][C:26]=5[O:30][CH3:31])[C:20](=[O:21])[C:17]=4[C:18]([OH:19])=[C:13]3[CH2:12][C@@:11]([OH:37])([C:33]([CH2:35][OH:36])=[O:34])[CH2:10]2)[CH2:5][C@H:4]([NH2:38])[C@@H:3]1[OH:39].Cl.CC(C)([O-])C.[K+].[C:47]1([CH3:57])[CH:52]=[CH:51][C:50]([S:53]([OH:56])(=[O:55])=[O:54])=[CH:49][CH:48]=1. The catalyst is C1COCC1. The product is [CH3:1][C@@H:2]1[O:7][C@@H:6]([O:8][C@@H:9]2[C:14]3=[C:15]([OH:32])[C:16]4[C:28](=[O:29])[C:27]5[C:22](=[CH:23][CH:24]=[CH:25][C:26]=5[O:30][CH3:31])[C:20](=[O:21])[C:17]=4[C:18]([OH:19])=[C:13]3[CH2:12][C@@:11]([OH:37])([C:33]([CH2:35][OH:36])=[O:34])[CH2:10]2)[CH2:5][C@H:4]([NH2:38])[C@@H:3]1[OH:39].[S:53]([C:50]1[CH:51]=[CH:52][C:47]([CH3:57])=[CH:48][CH:49]=1)([O-:56])(=[O:55])=[O:54]. The yield is 0.970.